From a dataset of Forward reaction prediction with 1.9M reactions from USPTO patents (1976-2016). Predict the product of the given reaction. Given the reactants C([O:3][C:4]([C:6]1[C:7]2[C:24]([CH3:25])=[N:23][N:22]([CH:26]3[CH2:31][CH2:30][CH2:29][CH2:28][O:27]3)[C:8]=2[N:9]=[C:10]([C:12]2[CH:17]=[CH:16][C:15]([O:18][CH2:19][O:20][CH3:21])=[CH:14][CH:13]=2)[CH:11]=1)=[O:5])C.[OH-].[Na+], predict the reaction product. The product is: [CH3:21][O:20][CH2:19][O:18][C:15]1[CH:16]=[CH:17][C:12]([C:10]2[CH:11]=[C:6]([C:4]([OH:5])=[O:3])[C:7]3[C:24]([CH3:25])=[N:23][N:22]([CH:26]4[CH2:31][CH2:30][CH2:29][CH2:28][O:27]4)[C:8]=3[N:9]=2)=[CH:13][CH:14]=1.